This data is from Forward reaction prediction with 1.9M reactions from USPTO patents (1976-2016). The task is: Predict the product of the given reaction. (1) Given the reactants [CH:1]1([C:5]2[CH:29]=[N:28][CH:27]=[C:26](F)[C:6]=2[C:7]([NH:9][C:10]([C:12]2[C:20]3[C:19]4[CH:21]=[C:22]([F:25])[CH:23]=[N:24][C:18]=4[NH:17][C:16]=3[N:15]=[CH:14][CH:13]=2)=[NH:11])=[O:8])[CH2:4][CH2:3][CH2:2]1.C(=O)([O-])[O-].[Cs+].[Cs+], predict the reaction product. The product is: [CH:1]1([C:5]2[C:6]3[C:7](=[O:8])[NH:9][C:10]([C:12]4[C:20]5[C:19]6[CH:21]=[C:22]([F:25])[CH:23]=[N:24][C:18]=6[NH:17][C:16]=5[N:15]=[CH:14][CH:13]=4)=[N:11][C:26]=3[CH:27]=[N:28][CH:29]=2)[CH2:2][CH2:3][CH2:4]1. (2) Given the reactants [C:1]([O:5][C:6]([N:8]1[CH2:13][CH2:12][C:11]([CH:20]2[CH2:25][CH2:24][CH2:23][CH2:22][CH2:21]2)([CH2:14][C:15](=[C:18]=[O:19])OC)[CH2:10][CH2:9]1)=[O:7])([CH3:4])([CH3:3])[CH3:2].[H-].C([Al+]CC(C)C)C(C)C, predict the reaction product. The product is: [C:1]([O:5][C:6]([N:8]1[CH2:9][CH2:10][C:11]([CH:20]2[CH2:21][CH2:22][CH2:23][CH2:24][CH2:25]2)([CH2:14][CH2:15][CH:18]=[O:19])[CH2:12][CH2:13]1)=[O:7])([CH3:4])([CH3:2])[CH3:3]. (3) Given the reactants Br[C:2]1[CH:3]=[C:4]([CH:18]=[CH:19][C:20]=1[CH:21]=[O:22])[O:5][C:6]1[CH:13]=[C:12]([C:14]([F:17])([F:16])[F:15])[CH:11]=[CH:10][C:7]=1[C:8]#[N:9].C1(B(O)O)C=CC=CC=1.[C:32](=O)([O-])[O-:33].[Na+].[Na+], predict the reaction product. The product is: [CH:21]([C:20]1[CH:19]=[CH:18][C:4]([O:5][C:6]2[CH:13]=[C:12]([C:14]([F:17])([F:16])[F:15])[CH:11]=[CH:10][C:7]=2[C:8]#[N:9])=[C:3]([O:33][CH3:32])[CH:2]=1)=[O:22]. (4) Given the reactants [CH2:1]([NH:3][C:4]([NH:6][C:7]1[S:8][C:9]2[C:15]([CH2:16][NH:17][CH3:18])=[CH:14][C:13]([C:19]3[CH:20]=[N:21][C:22]([N:25]4[CH2:30][CH2:29][C:28]([CH3:36])([C:31]([O:33][CH2:34][CH3:35])=[O:32])[CH2:27][CH2:26]4)=[N:23][CH:24]=3)=[CH:12][C:10]=2[N:11]=1)=[O:5])[CH3:2].CCN(C(C)C)C(C)C.Cl[C:47]1[N:52]=[CH:51][CH:50]=[CH:49][N:48]=1.CO, predict the reaction product. The product is: [CH2:1]([NH:3][C:4]([NH:6][C:7]1[S:8][C:9]2[C:15]([CH2:16][N:17]([CH3:18])[C:47]3[N:52]=[CH:51][CH:50]=[CH:49][N:48]=3)=[CH:14][C:13]([C:19]3[CH:20]=[N:21][C:22]([N:25]4[CH2:30][CH2:29][C:28]([CH3:36])([C:31]([O:33][CH2:34][CH3:35])=[O:32])[CH2:27][CH2:26]4)=[N:23][CH:24]=3)=[CH:12][C:10]=2[N:11]=1)=[O:5])[CH3:2]. (5) Given the reactants [CH3:1][O:2][C:3]1[CH:4]=[C:5]([CH:11]=[C:12]([O:14][CH3:15])[CH:13]=1)[C:6](N(C)C)=[O:7].[CH2:16]([Mg]Cl)[CH3:17], predict the reaction product. The product is: [CH3:1][O:2][C:3]1[CH:4]=[C:5]([C:6](=[O:7])[CH2:16][CH3:17])[CH:11]=[C:12]([O:14][CH3:15])[CH:13]=1. (6) Given the reactants [CH3:1][O:2][C:3]1[CH:8]=[C:7]([CH3:9])[C:6]([S:10]([N:13]2[CH2:18][CH2:17][CH2:16][CH2:15][CH:14]2[CH2:19][CH2:20][C:21](OCC)=[O:22])(=[O:12])=[O:11])=[C:5]([CH3:26])[CH:4]=1.[H-].[H-].[H-].[H-].[Li+].[Al+3].O.C1COCC1, predict the reaction product. The product is: [CH3:1][O:2][C:3]1[CH:4]=[C:5]([CH3:26])[C:6]([S:10]([N:13]2[CH2:18][CH2:17][CH2:16][CH2:15][CH:14]2[CH2:19][CH2:20][CH2:21][OH:22])(=[O:11])=[O:12])=[C:7]([CH3:9])[CH:8]=1. (7) Given the reactants O=C1C2C=CC=CC=2C(=O)[N:3]1[CH2:12][C@H:13]([NH:21][C:22]([NH:24][NH:25][C:26]([C:28]1[CH:29]=[C:30]2[C:35](=[CH:36][CH:37]=1)[CH:34]=[N:33][CH:32]=[C:31]2[CH2:38][CH3:39])=O)=[S:23])[CH2:14][C:15]1[CH:20]=[CH:19][CH:18]=[CH:17][CH:16]=1.[ClH:40].N[C@H](CC1C=CC=CC=1)CN1C(=O)C2C=CC=CC=2C1=O.C(C1C2C(=CC=C(C(NN)=O)C=2)C=NC=1)C, predict the reaction product. The product is: [ClH:40].[NH2:3][CH2:12][C@H:13]([NH:21][C:22]1[S:23][C:26]([C:28]2[CH:29]=[C:30]3[C:35](=[CH:36][CH:37]=2)[CH:34]=[N:33][CH:32]=[C:31]3[CH2:38][CH3:39])=[N:25][N:24]=1)[CH2:14][C:15]1[CH:20]=[CH:19][CH:18]=[CH:17][CH:16]=1.